This data is from Full USPTO retrosynthesis dataset with 1.9M reactions from patents (1976-2016). The task is: Predict the reactants needed to synthesize the given product. Given the product [CH:17]([O:16][C:13]1[N:12]=[CH:11][C:10]([CH2:8][C:5]2[CH:4]=[CH:3][C:2]([OH:1])=[CH:7][CH:6]=2)=[CH:15][CH:14]=1)([CH3:19])[CH3:18], predict the reactants needed to synthesize it. The reactants are: [OH:1][C:2]1[CH:7]=[CH:6][C:5]([C:8]([C:10]2[CH:11]=[N:12][C:13]([O:16][CH:17]([CH3:19])[CH3:18])=[CH:14][CH:15]=2)=O)=[CH:4][CH:3]=1.C([SiH](CC)CC)C.